From a dataset of Catalyst prediction with 721,799 reactions and 888 catalyst types from USPTO. Predict which catalyst facilitates the given reaction. (1) Reactant: [Br:1][C:2]1[CH:3]=[C:4]([NH2:9])[C:5]([NH2:8])=[CH:6][CH:7]=1.Cl.[Cl:11][CH2:12][C:13](=N)OCC. Product: [Br:1][C:2]1[CH:7]=[CH:6][C:5]2[N:8]=[C:13]([CH2:12][Cl:11])[NH:9][C:4]=2[CH:3]=1. The catalyst class is: 8. (2) Reactant: [CH3:1][C:2]1([CH3:30])[O:7][CH2:6][CH:5]([CH2:8][O:9][C:10]2[C:15]([CH3:16])=[CH:14][N:13]=[C:12]([CH2:17][S:18]([C:20]3[NH:24][C:23]4[CH:25]=[CH:26][CH:27]=[CH:28][C:22]=4[N:21]=3)=[O:19])[C:11]=2[CH3:29])[CH2:4][O:3]1. Product: [CH3:1][C:2]1([CH3:30])[O:3][CH2:4][CH:5]([CH2:8][O:9][C:10]2[C:15]([CH3:16])=[CH:14][N:13]=[C:12]([CH2:17][S@:18]([C:20]3[NH:21][C:22]4[CH:28]=[CH:27][CH:26]=[CH:25][C:23]=4[N:24]=3)=[O:19])[C:11]=2[CH3:29])[CH2:6][O:7]1. The catalyst class is: 107.